From a dataset of Reaction yield outcomes from USPTO patents with 853,638 reactions. Predict the reaction yield, written as a fraction of the theoretical maximum amount of product (1.0 means a 100% yield; for example, 0.34 means a 34% yield). (1) The reactants are [CH3:1][O:2][C:3]1[CH:26]=[CH:25][C:6]([O:7][C:8]([NH:10][CH2:11][C:12]2([C:19](OCC=C)=O)[CH2:17][CH2:16][CH2:15][CH2:14][C:13]2=[O:18])=[O:9])=[CH:5][CH:4]=1.[CH3:27][CH2:28]OC(C)=O. No catalyst specified. The product is [CH2:19]([C@:12]1([CH2:11][NH:10][C:8](=[O:9])[O:7][C:6]2[CH:5]=[CH:4][C:3]([O:2][CH3:1])=[CH:26][CH:25]=2)[CH2:17][CH2:16][CH2:15][CH2:14][C:13]1=[O:18])[CH:27]=[CH2:28]. The yield is 0.910. (2) The reactants are CCCCCC.C([Li])CCC.Br[C:13]1[CH:14]=[C:15]([F:19])[CH:16]=[CH:17][CH:18]=1.[C:20]1([CH3:39])[CH:25]=[CH:24][C:23]([C:26]2[C:31]([C:32]3[CH:37]=[CH:36][C:35]([CH3:38])=[CH:34][CH:33]=3)=[N:30][CH:29]=[CH:28][N:27]=2)=[CH:22][CH:21]=1. The catalyst is O.O1CCCC1. The product is [F:19][C:15]1[CH:14]=[C:13]([C:29]2[N:30]=[C:31]([C:32]3[CH:33]=[CH:34][C:35]([CH3:38])=[CH:36][CH:37]=3)[C:26]([C:23]3[CH:22]=[CH:21][C:20]([CH3:39])=[CH:25][CH:24]=3)=[N:27][CH:28]=2)[CH:18]=[CH:17][CH:16]=1. The yield is 0.0800. (3) The reactants are [C:1]([O:5][C:6]([NH:8][C:9]1([CH3:25])[CH2:14][CH2:13][CH2:12][N:11](C(OCC2C=CC=CC=2)=O)[CH2:10]1)=[O:7])([CH3:4])([CH3:3])[CH3:2]. The catalyst is CO.[Pd]. The product is [CH3:25][C:9]1([NH:8][C:6](=[O:7])[O:5][C:1]([CH3:4])([CH3:3])[CH3:2])[CH2:14][CH2:13][CH2:12][NH:11][CH2:10]1. The yield is 0.720. (4) The reactants are Cl[CH2:2][CH2:3][O:4][C:5]1[CH:14]=[C:13]2[C:8]([C:9]([O:15][C:16]3[CH:21]=[C:20]([CH3:22])[C:19]([CH3:23])=[CH:18][C:17]=3[C:24](=[O:26])[CH3:25])=[CH:10][CH:11]=[N:12]2)=[CH:7][C:6]=1[O:27][CH3:28].[NH:29]1[CH:33]=[CH:32][N:31]=[CH:30]1.C(=O)([O-])[O-].[K+].[K+].O. The catalyst is CN(C)C=O. The product is [N:29]1([CH2:2][CH2:3][O:4][C:5]2[CH:14]=[C:13]3[C:8]([C:9]([O:15][C:16]4[CH:21]=[C:20]([CH3:22])[C:19]([CH3:23])=[CH:18][C:17]=4[C:24](=[O:26])[CH3:25])=[CH:10][CH:11]=[N:12]3)=[CH:7][C:6]=2[O:27][CH3:28])[CH:33]=[CH:32][N:31]=[CH:30]1. The yield is 0.310. (5) The reactants are [CH3:1][C:2]1[CH:7]=[CH:6][C:5]([S:8]([O:11][CH2:12][C@H:13]([O:16][C:17]2[C:22](C=CC)=[CH:21][CH:20]=[C:19]([Cl:26])[C:18]=2[C:27]2[CH:32]=[CH:31][CH:30]=[CH:29][C:28]=2[CH3:33])[CH:14]=[CH2:15])(=[O:10])=[O:9])=[CH:4][CH:3]=1. The catalyst is ClCCCl.C1CCC(P(C2CCCCC2)C2CCCCC2)CC1.C1CCC(P(C2CCCCC2)C2CCCCC2)CC1.C1C=CC(C=[Ru](Cl)Cl)=CC=1. The product is [CH3:1][C:2]1[CH:3]=[CH:4][C:5]([S:8]([O:11][CH2:12][C@H:13]2[CH:14]=[CH:15][C:22]3[C:17](=[C:18]([C:27]4[CH:32]=[CH:31][CH:30]=[CH:29][C:28]=4[CH3:33])[C:19]([Cl:26])=[CH:20][CH:21]=3)[O:16]2)(=[O:10])=[O:9])=[CH:6][CH:7]=1. The yield is 0.630. (6) The reactants are [CH3:1][C:2]1[CH:7]=[C:6]([C:8]([F:17])([C:13]([F:16])([F:15])[F:14])[C:9]([F:12])([F:11])[F:10])[CH:5]=[C:4]([CH3:18])[C:3]=1[NH:19][C:20](=[O:31])[C:21]1[CH:26]=[CH:25][C:24](F)=[C:23]([N+:28]([O-:30])=[O:29])[CH:22]=1.[C-:32]#[N:33].[Na+].O. The catalyst is CN(C)C=O. The product is [C:32]([C:24]1[CH:25]=[CH:26][C:21]([C:20]([NH:19][C:3]2[C:2]([CH3:1])=[CH:7][C:6]([C:8]([F:17])([C:13]([F:15])([F:16])[F:14])[C:9]([F:12])([F:10])[F:11])=[CH:5][C:4]=2[CH3:18])=[O:31])=[CH:22][C:23]=1[N+:28]([O-:30])=[O:29])#[N:33]. The yield is 0.490. (7) The reactants are [F:1][C:2]([F:16])([F:15])[O:3][C:4]1[CH:12]=[C:11]([CH:13]=[CH2:14])[CH:10]=[CH:9][C:5]=1[C:6]([OH:8])=[O:7].Br[CH:18]([C:23]1[CH:28]=[C:27]([Cl:29])[C:26]([F:30])=[C:25]([Cl:31])[CH:24]=1)[C:19]([F:22])([F:21])[F:20].N1C=CC=CC=1C1C=CC=CN=1. The catalyst is CN1CCCC1.O.Cl[Cu]. The product is [Cl:29][C:27]1[CH:28]=[C:23]([CH:18]([C:19]([F:22])([F:21])[F:20])/[CH:14]=[CH:13]/[C:11]2[CH:10]=[CH:9][C:5]([C:6]([OH:8])=[O:7])=[C:4]([O:3][C:2]([F:15])([F:16])[F:1])[CH:12]=2)[CH:24]=[C:25]([Cl:31])[C:26]=1[F:30]. The yield is 0.210.